From a dataset of NCI-60 drug combinations with 297,098 pairs across 59 cell lines. Regression. Given two drug SMILES strings and cell line genomic features, predict the synergy score measuring deviation from expected non-interaction effect. Drug 1: CCCS(=O)(=O)NC1=C(C(=C(C=C1)F)C(=O)C2=CNC3=C2C=C(C=N3)C4=CC=C(C=C4)Cl)F. Drug 2: CC1C(C(CC(O1)OC2CC(OC(C2O)C)OC3=CC4=CC5=C(C(=O)C(C(C5)C(C(=O)C(C(C)O)O)OC)OC6CC(C(C(O6)C)O)OC7CC(C(C(O7)C)O)OC8CC(C(C(O8)C)O)(C)O)C(=C4C(=C3C)O)O)O)O. Cell line: HCC-2998. Synergy scores: CSS=19.7, Synergy_ZIP=9.52, Synergy_Bliss=11.3, Synergy_Loewe=0.615, Synergy_HSA=-0.324.